Dataset: Catalyst prediction with 721,799 reactions and 888 catalyst types from USPTO. Task: Predict which catalyst facilitates the given reaction. (1) Reactant: [CH3:1][N:2]1[CH2:19][CH:18]2[CH:4]([C:5]3[CH:6]=[CH:7][CH:8]=[CH:9][C:10]=3[O:11][C:12]3[CH:13]=[CH:14][C:15]([Cl:20])=[CH:16][C:17]=32)[CH2:3]1.[C:21]([OH:33])(=[O:32])[CH2:22][C:23]([CH2:28][C:29]([OH:31])=[O:30])([C:25]([OH:27])=[O:26])[OH:24]. Product: [CH3:1][N:2]1[CH2:19][CH:18]2[CH:4]([C:5]3[CH:6]=[CH:7][CH:8]=[CH:9][C:10]=3[O:11][C:12]3[CH:13]=[CH:14][C:15]([Cl:20])=[CH:16][C:17]=32)[CH2:3]1.[C:21]([O-:33])(=[O:32])[CH2:22][C:23]([CH2:28][C:29]([O-:31])=[O:30])([C:25]([O-:27])=[O:26])[OH:24]. The catalyst class is: 95. (2) Reactant: C([O:3][C:4]([C:6]1[C:7]([CH3:21])=[N:8][C:9]([N:15]2[CH2:20][CH2:19][O:18][CH2:17][CH2:16]2)=[CH:10][C:11]=1[S:12][CH2:13][CH3:14])=[O:5])C.O.[OH-].[K+]. Product: [CH2:13]([S:12][C:11]1[CH:10]=[C:9]([N:15]2[CH2:16][CH2:17][O:18][CH2:19][CH2:20]2)[N:8]=[C:7]([CH3:21])[C:6]=1[C:4]([OH:5])=[O:3])[CH3:14]. The catalyst class is: 14. (3) Reactant: ClC(N(C)C)=C(C)C.[N:9]1([C:13]([C:15]2[CH:42]=[CH:41][C:18]([O:19][C:20]3[CH:21]=[C:22]([CH:26]=[C:27]([O:29][C@@H:30]([CH3:40])[CH2:31][O:32][Si:33]([C:36]([CH3:39])([CH3:38])[CH3:37])([CH3:35])[CH3:34])[CH:28]=3)[C:23]([OH:25])=O)=[C:17]([F:43])[CH:16]=2)=[O:14])[CH2:12][CH2:11][CH2:10]1.[NH2:44][C:45]1[CH:50]=[N:49][C:48]([CH3:51])=[CH:47][N:46]=1.N1C=CC=CC=1. Product: [N:9]1([C:13]([C:15]2[CH:42]=[CH:41][C:18]([O:19][C:20]3[CH:21]=[C:22]([CH:26]=[C:27]([O:29][C@@H:30]([CH3:40])[CH2:31][O:32][Si:33]([C:36]([CH3:38])([CH3:39])[CH3:37])([CH3:35])[CH3:34])[CH:28]=3)[C:23]([NH:44][C:45]3[CH:50]=[N:49][C:48]([CH3:51])=[CH:47][N:46]=3)=[O:25])=[C:17]([F:43])[CH:16]=2)=[O:14])[CH2:12][CH2:11][CH2:10]1. The catalyst class is: 2.